From a dataset of Catalyst prediction with 721,799 reactions and 888 catalyst types from USPTO. Predict which catalyst facilitates the given reaction. (1) Reactant: [C:1]([N:8]1[C:16]2[C:11](=[CH:12][CH:13]=[CH:14][CH:15]=2)[CH:10]=[CH:9]1)([O:3][C:4]([CH3:7])([CH3:6])[CH3:5])=[O:2].[Li]C(C)(C)C.[C:22](OC)(=[O:27])[C:23]([O:25][CH3:26])=[O:24]. Product: [CH3:26][O:25][C:23](=[O:24])[C:22]([C:9]1[N:8]([C:1]([O:3][C:4]([CH3:7])([CH3:6])[CH3:5])=[O:2])[C:16]2[C:11]([CH:10]=1)=[CH:12][CH:13]=[CH:14][CH:15]=2)=[O:27]. The catalyst class is: 20. (2) Reactant: C1(P(C2C=CC=CC=2)C2C=CC=CC=2)C=CC=CC=1.[CH2:20]([O:22][C:23](=[O:35])[C@@H:24]([O:33][CH3:34])[CH2:25][C:26]1[CH:31]=[CH:30][C:29]([OH:32])=[CH:28][CH:27]=1)[CH3:21].[Br:36][CH2:37][CH2:38][CH2:39]O. Product: [CH2:20]([O:22][C:23](=[O:35])[C@@H:24]([O:33][CH3:34])[CH2:25][C:26]1[CH:27]=[CH:28][C:29]([O:32][CH2:39][CH2:38][CH2:37][Br:36])=[CH:30][CH:31]=1)[CH3:21]. The catalyst class is: 247. (3) Reactant: [CH3:1][O:2][C:3]1[CH:8]=[CH:7][C:6]([O:9][CH3:10])=[CH:5][C:4]=1[S:11]([NH:14][C:15]1[CH:16]=[N:17][C:18]2[C:23]([CH:24]=1)=[CH:22][C:21]([C:25]([OH:27])=O)=[CH:20][CH:19]=2)(=[O:13])=[O:12].[CH:28]1([NH-:31])[CH2:30][CH2:29]1.CCN(CC)CC.CN(C(ON1N=NC2C=CC=NC1=2)=[N+](C)C)C.F[P-](F)(F)(F)(F)F. Product: [CH:28]1([NH:31][C:25]([C:21]2[CH:22]=[C:23]3[C:18](=[CH:19][CH:20]=2)[N:17]=[CH:16][C:15]([NH:14][S:11]([C:4]2[CH:5]=[C:6]([O:9][CH3:10])[CH:7]=[CH:8][C:3]=2[O:2][CH3:1])(=[O:12])=[O:13])=[CH:24]3)=[O:27])[CH2:30][CH2:29]1. The catalyst class is: 241. (4) Product: [ClH:29].[ClH:29].[N:16]1([C:12]2[CH:11]=[C:10]3[C:15]([C:6]([N:1]4[CH2:5][CH2:4][CH2:3][CH2:2]4)=[N:7][CH:8]=[N:9]3)=[CH:14][CH:13]=2)[CH2:17][CH2:18][NH:19][CH2:20][CH2:21]1. The catalyst class is: 5. Reactant: [N:1]1([C:6]2[C:15]3[C:10](=[CH:11][C:12]([N:16]4[CH2:21][CH2:20][N:19](C(OC(C)(C)C)=O)[CH2:18][CH2:17]4)=[CH:13][CH:14]=3)[N:9]=[CH:8][N:7]=2)[CH2:5][CH2:4][CH2:3][CH2:2]1.[ClH:29]. (5) Reactant: [Cl:1][C:2]1[CH:3]=[CH:4][C:5]([C:8](Cl)=[O:9])=[N:6][CH:7]=1.[NH2:11][C:12]1[CH:13]=[CH:14][C:15]([F:21])=[C:16]([C:18](=[O:20])[CH3:19])[CH:17]=1.CCN(CC)CC. Product: [C:18]([C:16]1[CH:17]=[C:12]([NH:11][C:8]([C:5]2[CH:4]=[CH:3][C:2]([Cl:1])=[CH:7][N:6]=2)=[O:9])[CH:13]=[CH:14][C:15]=1[F:21])(=[O:20])[CH3:19]. The catalyst class is: 1.